From a dataset of Reaction yield outcomes from USPTO patents with 853,638 reactions. Predict the reaction yield, written as a fraction of the theoretical maximum amount of product (1.0 means a 100% yield; for example, 0.34 means a 34% yield). (1) The reactants are Br[C:2]1[C:11]2[C:6](=[C:7]([C:12]([F:15])([F:14])[F:13])[CH:8]=[CH:9][CH:10]=2)[N:5]=[CH:4][C:3]=1[S:16][C:17]1[CH:22]=[CH:21][CH:20]=[CH:19][CH:18]=1.[C:23]1(SC2C=N[C:23]3[C:28](C=2O)=[CH:27][CH:26]=[CH:25][C:24]=3C(F)(F)F)[CH:28]=[CH:27][CH:26]=[CH:25][CH:24]=1. No catalyst specified. The product is [C:23]1([C:2]2[C:11]3[C:6](=[C:7]([C:12]([F:15])([F:14])[F:13])[CH:8]=[CH:9][CH:10]=3)[N:5]=[CH:4][C:3]=2[S:16][C:17]2[CH:22]=[CH:21][CH:20]=[CH:19][CH:18]=2)[CH:28]=[CH:27][CH:26]=[CH:25][CH:24]=1. The yield is 0.800. (2) The reactants are Br[C:2]1[CH:3]=[C:4]2[C:10]([CH2:11][C:12]3[C:13]([F:23])=[C:14]([CH:19]=[CH:20][C:21]=3[F:22])[O:15][CH2:16][CH2:17][OH:18])=[CH:9][NH:8][C:5]2=[N:6][CH:7]=1.[N:24]1[CH:29]=[CH:28][CH:27]=[C:26](B(O)O)[CH:25]=1.C(=O)([O-])[O-].[K+].[K+].O. The catalyst is C(#N)C.C1C=CC([P]([Pd]([P](C2C=CC=CC=2)(C2C=CC=CC=2)C2C=CC=CC=2)([P](C2C=CC=CC=2)(C2C=CC=CC=2)C2C=CC=CC=2)[P](C2C=CC=CC=2)(C2C=CC=CC=2)C2C=CC=CC=2)(C2C=CC=CC=2)C2C=CC=CC=2)=CC=1. The product is [F:23][C:13]1[C:12]([CH2:11][C:10]2[C:4]3[C:5](=[N:6][CH:7]=[C:2]([C:26]4[CH:25]=[N:24][CH:29]=[CH:28][CH:27]=4)[CH:3]=3)[NH:8][CH:9]=2)=[C:21]([F:22])[CH:20]=[CH:19][C:14]=1[O:15][CH2:16][CH2:17][OH:18]. The yield is 0.320.